This data is from Full USPTO retrosynthesis dataset with 1.9M reactions from patents (1976-2016). The task is: Predict the reactants needed to synthesize the given product. (1) Given the product [Br:16][CH:1]([C:3]1[N:7]=[C:6]([NH2:8])[S:5][N:4]=1)[CH3:2], predict the reactants needed to synthesize it. The reactants are: [CH2:1]([C:3]1[N:7]=[C:6]([NH2:8])[S:5][N:4]=1)[CH3:2].C1C(=O)N([Br:16])C(=O)C1.CC(N=NC(C#N)(C)C)(C#N)C. (2) Given the product [OH:6][CH:5]([CH2:4][OH:3])[CH2:7][CH2:8][NH:9][C:10]([CH:12]1[CH:16]([C:17]2[CH:22]=[CH:21][CH:20]=[C:19]([Cl:23])[C:18]=2[F:24])[C:15]([C:27]2[CH:32]=[CH:31][C:30]([Cl:33])=[CH:29][C:28]=2[F:34])([C:25]#[N:26])[CH:14]([CH3:35])[N:13]1[C:42](=[O:43])[C:41]1[CH:45]=[CH:46][CH:47]=[CH:48][C:40]=1[O:39][CH2:37][CH3:38])=[O:11], predict the reactants needed to synthesize it. The reactants are: CC1(C)[O:6][CH:5]([CH2:7][CH2:8][NH:9][C:10]([CH:12]2[CH:16]([C:17]3[CH:22]=[CH:21][CH:20]=[C:19]([Cl:23])[C:18]=3[F:24])[C:15]([C:27]3[CH:32]=[CH:31][C:30]([Cl:33])=[CH:29][C:28]=3[F:34])([C:25]#[N:26])[CH:14]([CH3:35])[NH:13]2)=[O:11])[CH2:4][O:3]1.[CH2:37]([O:39][C:40]1[CH:48]=[CH:47][CH:46]=[CH:45][C:41]=1[C:42](Cl)=[O:43])[CH3:38].C(N(CC)CC)C.Cl. (3) Given the product [O:15]1[CH:16]=[C:17]([N:21]2[CH2:26][CH2:25][O:24][CH2:23][CH2:22]2)[CH2:18][CH2:19][CH2:20]1, predict the reactants needed to synthesize it. The reactants are: O1CCCC(=O)C1.N1CCOCC1.O.[O:15]1[CH2:20][CH2:19][CH:18]=[C:17]([N:21]2[CH2:26][CH2:25][O:24][CH2:23][CH2:22]2)[CH2:16]1. (4) Given the product [CH:34]1([C:32]([NH:31][C:29]2[N:30]=[C:25]3[CH:24]=[CH:23][C:22]([O:21][C:20]4[CH:19]=[C:18]([NH:17][C:8]([C:3]5[C:2]([CH3:1])=[CH:7][CH:6]=[CH:5][N:4]=5)=[O:10])[CH:39]=[CH:38][CH:37]=4)=[CH:27][N:26]3[CH:28]=2)=[O:33])[CH2:35][CH2:36]1, predict the reactants needed to synthesize it. The reactants are: [CH3:1][C:2]1[C:3]([C:8]([OH:10])=O)=[N:4][CH:5]=[CH:6][CH:7]=1.C(Cl)(=O)C(Cl)=O.[NH2:17][C:18]1[CH:19]=[C:20]([CH:37]=[CH:38][CH:39]=1)[O:21][C:22]1[CH:23]=[CH:24][C:25]2[N:26]([CH:28]=[C:29]([NH:31][C:32]([CH:34]3[CH2:36][CH2:35]3)=[O:33])[N:30]=2)[CH:27]=1. (5) Given the product [CH2:2]([C:8]1[C:9](=[O:13])[CH2:10][CH2:11][CH:12]=1)[CH2:3][CH2:4][CH2:5][CH2:6][CH3:7], predict the reactants needed to synthesize it. The reactants are: O[CH:2]([CH:8]1[CH2:12][CH2:11][CH2:10][C:9]1=[O:13])[CH2:3][CH2:4][CH2:5][CH2:6][CH3:7].II. (6) Given the product [F:21][C:18]1[CH:19]=[CH:20][C:15]([C:12]2[CH:13]=[CH:14][C:9]3[N:8]([C:4]4[CH:3]=[C:2]([NH2:1])[CH:7]=[CH:6][CH:5]=4)[CH:23]=[N:22][C:10]=3[CH:11]=2)=[CH:16][CH:17]=1, predict the reactants needed to synthesize it. The reactants are: [NH2:1][C:2]1[CH:3]=[C:4]([NH:8][C:9]2[CH:14]=[CH:13][C:12]([C:15]3[CH:20]=[CH:19][C:18]([F:21])=[CH:17][CH:16]=3)=[CH:11][C:10]=2[NH2:22])[CH:5]=[CH:6][CH:7]=1.[CH3:23]OC(OC)OC. (7) Given the product [CH:11]1[CH:12]=[CH:13][C:14]2[N:15]([C:16]([NH2:18])=[O:17])[C:4]3[CH:3]=[CH:2][CH:1]=[CH:6][C:5]=3[CH:7]=[CH:8][C:9]=2[CH:10]=1.[C:19]([OH:24])(=[O:23])[CH2:20][CH2:21][CH3:22], predict the reactants needed to synthesize it. The reactants are: [CH:1]1[CH:2]=[CH:3][C:4]2[N:15]([C:16]([NH2:18])=[O:17])[C:14]3[CH:13]=[CH:12][CH:11]=[CH:10][C:9]=3[CH:8]=[CH:7][C:5]=2[CH:6]=1.[C:19]([OH:24])(=[O:23])[CH2:20][CH2:21][CH3:22].